This data is from Antibody developability classification from SAbDab with 2,409 antibodies. The task is: Regression/Classification. Given an antibody's heavy chain and light chain sequences, predict its developability. TAP uses regression for 5 developability metrics; SAbDab uses binary classification. (1) The antibody is ['QVQLQESGPGLVKPSETLSLTCTVSGGSISNYYWSWIRQSPGKGLEWIGYISDSESTNYNPSLKSRVIISVDTSKNQLSLKLNSVTAADSAIYYCARAQQGKRIYGMVSFGEFFYYYYMDVWGKGTTVTVSS', '5v7j_L']. Result: 0 (not developable). (2) The antibody is ['EVQLVQSGGGVVQPGRSLKLSCLASGYIFTSSWINWVKQRPGRGLEWIGRIDPSDGEVHYNQDFKDRFTISRDKSKNTLYLQMNSLRPEDTAVYYCARGFLPWFADWGQGTLVTVSS', 'DIQMTQSPSTLSASVGDRVTITCKASENVDTYVSWYQQKPGKAPKLLIYGASNRYTGVPSRFSGSGSGTDFTLTISSLQPDDFATYYCGQSYNYPFTFGQGTKVEVK']. Result: 0 (not developable).